From a dataset of Peptide-MHC class I binding affinity with 185,985 pairs from IEDB/IMGT. Regression. Given a peptide amino acid sequence and an MHC pseudo amino acid sequence, predict their binding affinity value. This is MHC class I binding data. (1) The peptide sequence is YSTVRDLFL. The MHC is HLA-B15:01 with pseudo-sequence HLA-B15:01. The binding affinity (normalized) is 0.0847. (2) The peptide sequence is KSLKLLNTRR. The MHC is H-2-Kb with pseudo-sequence H-2-Kb. The binding affinity (normalized) is 0. (3) The peptide sequence is KEPFQSYVDRF. The MHC is Mamu-B52 with pseudo-sequence Mamu-B52. The binding affinity (normalized) is 0.282.